Predict the product of the given reaction. From a dataset of Forward reaction prediction with 1.9M reactions from USPTO patents (1976-2016). Given the reactants FC1C=C2C(C(I)=CN2S(C2C=CC=CC=2)(=O)=O)=CC=1.[F:21][C:22]1[CH:30]=[C:29]2[C:25]([C:26]([C:40]3[CH:41]=[N:42][N:43]([CH:45]4[CH2:50][CH2:49][N:48]([S:51]([CH2:54][CH2:55][O:56][CH3:57])(=[O:53])=[O:52])[CH2:47][CH2:46]4)[CH:44]=3)=[CH:27][N:28]2S(C2C=CC=CC=2)(=O)=O)=[CH:24][CH:23]=1, predict the reaction product. The product is: [F:21][C:22]1[CH:30]=[C:29]2[C:25]([C:26]([C:40]3[CH:41]=[N:42][N:43]([CH:45]4[CH2:46][CH2:47][N:48]([S:51]([CH2:54][CH2:55][O:56][CH3:57])(=[O:53])=[O:52])[CH2:49][CH2:50]4)[CH:44]=3)=[CH:27][NH:28]2)=[CH:24][CH:23]=1.